From a dataset of Reaction yield outcomes from USPTO patents with 853,638 reactions. Predict the reaction yield, written as a fraction of the theoretical maximum amount of product (1.0 means a 100% yield; for example, 0.34 means a 34% yield). (1) The reactants are [OH:1][C@H:2]1[CH2:7][C@H:6]([N:8]2[CH:16]=[N:15][C:14]3[C:9]2=[N:10][CH:11]=[N:12][C:13]=3[NH2:17])[CH:5]=[CH:4][C@@H:3]1[CH2:18][OH:19]. The catalyst is CO.[Pd]. The product is [OH:1][C@@H:2]1[C@@H:3]([CH2:18][OH:19])[CH2:4][CH2:5][C@@H:6]([N:8]2[CH:16]=[N:15][C:14]3[C:9]2=[N:10][CH:11]=[N:12][C:13]=3[NH2:17])[CH2:7]1. The yield is 0.780. (2) The reactants are [CH3:1][O:2][C:3](=[O:30])[C:4]1[CH:9]=[CH:8][C:7]([CH3:10])=[C:6]([N:11]2[C:16](=[O:17])[C:15]([Cl:18])=[C:14]([O:19]CC3C=CC(OC)=CC=3)[N:13]=[C:12]2[CH3:29])[CH:5]=1.Cl[CH2:32][C:33]1[CH:38]=[CH:37][CH:36]=[C:35]([F:39])[N:34]=1.C(=O)([O-])[O-].[K+].[K+].C1OCCOCCOCCOCCOCCOC1. The catalyst is CN(C)C=O. The product is [CH3:1][O:2][C:3](=[O:30])[C:4]1[CH:9]=[CH:8][C:7]([CH3:10])=[C:6]([N:11]2[C:16](=[O:17])[C:15]([Cl:18])=[C:14]([O:19][CH2:32][C:33]3[CH:38]=[CH:37][CH:36]=[C:35]([F:39])[N:34]=3)[N:13]=[C:12]2[CH3:29])[CH:5]=1. The yield is 0.530. (3) The reactants are CC(C)([O-])C.[K+].[Cl:7][C:8]1[CH:9]=[C:10]2[C:14](=[CH:15][CH:16]=1)[NH:13][C:12](=[O:17])[C:11]12[O:22][CH2:21][CH2:20][CH2:19][O:18]1.Cl[CH2:24][C:25]([CH3:29])([CH3:28])[C:26]#[N:27].O. The catalyst is CS(C)=O. The product is [Cl:7][C:8]1[CH:9]=[C:10]2[C:14](=[CH:15][CH:16]=1)[N:13]([CH2:24][C:25]([CH3:29])([CH3:28])[C:26]#[N:27])[C:12](=[O:17])[C:11]12[O:22][CH2:21][CH2:20][CH2:19][O:18]1. The yield is 0.680. (4) The reactants are C([O:4][CH2:5][CH:6]1[C:10]2=[C:11]3[C:16](=[C:17]([O:19][CH2:20][C:21]4[CH:26]=[CH:25][CH:24]=[CH:23][CH:22]=4)[CH:18]=[C:9]2[N:8]([C:27]([O:29][C:30]([CH3:33])([CH3:32])[CH3:31])=[O:28])[CH2:7]1)[N:15]=[CH:14][CH:13]=[CH:12]3)(=O)C.C([O-])([O-])=O.[Cs+].[Cs+].CCO.O. The catalyst is CCOC(C)=O.C([O-])(O)=O.[Na+]. The product is [CH2:20]([O:19][C:17]1[CH:18]=[C:9]2[N:8]([C:27]([O:29][C:30]([CH3:31])([CH3:32])[CH3:33])=[O:28])[CH2:7][CH:6]([CH2:5][OH:4])[C:10]2=[C:11]2[C:16]=1[N:15]=[CH:14][CH:13]=[CH:12]2)[C:21]1[CH:26]=[CH:25][CH:24]=[CH:23][CH:22]=1. The yield is 0.950.